This data is from Full USPTO retrosynthesis dataset with 1.9M reactions from patents (1976-2016). The task is: Predict the reactants needed to synthesize the given product. (1) The reactants are: [CH2:1]1[C:10]2[C:5](=[CH:6][C:7](C(OC)=O)=[CH:8][CH:9]=2)[CH2:4][CH2:3][CH:2]1C(OC)=O.C(O)CO. Given the product [CH2:9]1[C:10]2[C:5](=[CH:4][CH:3]=[CH:2][CH:1]=2)[CH2:6][CH2:7][CH2:8]1, predict the reactants needed to synthesize it. (2) Given the product [CH3:1][C:2]([CH:3]=[N:38][C:12]([O:11][Si:18]([CH3:25])([CH3:24])[CH3:17])=[CH2:13])=[C:5]([CH3:7])[CH3:6], predict the reactants needed to synthesize it. The reactants are: [CH3:1][C:2](=[C:5]([CH3:7])[CH3:6])[CH:3]=O.ClC1C=[C:11](C=CC=1)[CH:12]=[O:13].[CH3:17][Si:18]([CH3:25])([CH3:24])N[Si:18]([CH3:25])([CH3:24])[CH3:17].C([Li])CCC.C[Si](Cl)(C)C.C([N:38](CC)CC)C.C(Cl)(=O)C. (3) Given the product [O:24]1[C:33]2[CH:32]=[C:31]([CH2:34][NH:1][CH:2]3[CH2:7][CH2:6][CH:5]([CH2:8][CH2:9][N:10]4[C:19]5[C:14](=[CH:15][CH:16]=[C:17]([O:20][CH3:21])[CH:18]=5)[C:13]([CH3:22])=[CH:12][C:11]4=[O:23])[CH2:4][CH2:3]3)[N:30]=[CH:29][C:28]=2[O:27][CH2:26][CH2:25]1, predict the reactants needed to synthesize it. The reactants are: [NH2:1][CH:2]1[CH2:7][CH2:6][CH:5]([CH2:8][CH2:9][N:10]2[C:19]3[C:14](=[CH:15][CH:16]=[C:17]([O:20][CH3:21])[CH:18]=3)[C:13]([CH3:22])=[CH:12][C:11]2=[O:23])[CH2:4][CH2:3]1.[O:24]1[C:33]2[CH:32]=[C:31]([CH:34]=O)[N:30]=[CH:29][C:28]=2[O:27][CH2:26][CH2:25]1.C(O[BH-](OC(=O)C)OC(=O)C)(=O)C.[Na+].C(=O)([O-])O.[Na+]. (4) Given the product [NH2:7][CH:8]1[CH2:13][CH2:12][N:11]([CH2:14][CH2:15][N:16]2[C:25]3[C:20](=[CH:21][CH:22]=[C:23]([C:26]#[N:27])[CH:24]=3)[N:19]=[CH:18][C:17]2=[O:28])[CH2:10][CH2:9]1, predict the reactants needed to synthesize it. The reactants are: C(OC(=O)[NH:7][CH:8]1[CH2:13][CH2:12][N:11]([CH2:14][CH2:15][N:16]2[C:25]3[C:20](=[CH:21][CH:22]=[C:23]([C:26]#[N:27])[CH:24]=3)[N:19]=[CH:18][C:17]2=[O:28])[CH2:10][CH2:9]1)(C)(C)C.C(O)(C(F)(F)F)=O.NC1CCN(CCN2C3C(=CC(C#N)=CC=3)N=CC2=O)CC1.